From a dataset of P-glycoprotein inhibition data for predicting drug efflux from Broccatelli et al.. Regression/Classification. Given a drug SMILES string, predict its absorption, distribution, metabolism, or excretion properties. Task type varies by dataset: regression for continuous measurements (e.g., permeability, clearance, half-life) or binary classification for categorical outcomes (e.g., BBB penetration, CYP inhibition). Dataset: pgp_broccatelli. (1) The drug is O=C(CCc1cccc2ccccc12)c1ccccc1OC[C@@H](O)CNCCC(c1ccccc1)c1ccccc1. The result is 1 (inhibitor). (2) The molecule is O=C(CCc1ccccc1)c1ccc(OC[C@H](O)CN2CCCCC2)cc1. The result is 1 (inhibitor). (3) The molecule is COc1cccc(CCc2ccccc2OCCCCN2CCN(C)CC2)c1. The result is 1 (inhibitor). (4) The molecule is Oc1cc(O)c2c(c1)O[C@H](c1ccc(O)c(O)c1)[C@@H](O)C2. The result is 0 (non-inhibitor). (5) The compound is CC(C)c1c(C(=O)Nc2ccccc2)c(-c2ccccc2)c(-c2ccc(F)cc2)n1CC[C@H]1C[C@@H](O)CC(=O)O1. The result is 1 (inhibitor). (6) The drug is C[C@H]([C@H](O)c1ccc(O)cc1)N1CCC(Cc2ccccc2)CC1. The result is 0 (non-inhibitor). (7) The compound is C[C@]12C=CC(=O)C=C1CC[C@@H]1[C@H]2[C@@H](O)C[C@]2(C)[C@@H]1CC[C@@]2(O)C(=O)CO. The result is 0 (non-inhibitor). (8) The compound is CC(C)(Oc1ccc(Cl)cc1)C(=O)O. The result is 0 (non-inhibitor).